From a dataset of Full USPTO retrosynthesis dataset with 1.9M reactions from patents (1976-2016). Predict the reactants needed to synthesize the given product. (1) Given the product [CH3:19][O:20][C:21]([C:23]1[C:24]([C:32]2[CH:33]=[CH:34][C:35]([C:38]3[S:39][CH:40]=[CH:41][C:42]=3[NH:43][S:44]([CH:47]([CH3:49])[CH3:48])(=[O:46])=[O:45])=[CH:36][CH:37]=2)=[C:25]([NH2:29])[CH:26]=[CH:27][CH:28]=1)=[O:22], predict the reactants needed to synthesize it. The reactants are: BrC1C=C(F)C(OC(=O)C(C)(C)C)=C(F)C=1C#N.[CH3:19][O:20][C:21]([C:23]1[C:24]([C:32]2[CH:37]=[CH:36][C:35]([C:38]3[S:39][CH:40]=[CH:41][C:42]=3[NH:43][S:44]([CH:47]([CH3:49])[CH3:48])(=[O:46])=[O:45])=[CH:34][CH:33]=2)=[C:25]([N+:29]([O-])=O)[CH:26]=[CH:27][CH:28]=1)=[O:22].CCOC(C)=O. (2) Given the product [CH2:32]([O:35][C:36]1([CH3:65])[CH2:37][CH2:38][N:39]([C:42]2[N:47]3[N:48]=[C:49]([CH:51]=[CH:6][CH2:5][C:4]4[CH:26]=[CH:27][CH:28]=[CH:29][C:3]=4[Br:2])[CH:50]=[C:46]3[N:45]=[C:44]([CH3:53])[C:43]=2[C@H:54]([O:60][C:61]([CH3:64])([CH3:63])[CH3:62])[C:55]([O:57][CH2:58][CH3:59])=[O:56])[CH2:40][CH2:41]1)[CH:33]=[CH2:34], predict the reactants needed to synthesize it. The reactants are: [I-].[Br:2][C:3]1[CH:29]=[CH:28][CH:27]=[CH:26][C:4]=1[CH2:5][CH2:6][P+](C1C=CC=CC=1)(C1C=CC=CC=1)C1C=CC=CC=1.[H-].[Na+].[CH2:32]([O:35][C:36]1([CH3:65])[CH2:41][CH2:40][N:39]([C:42]2[N:47]3[N:48]=[C:49]([CH:51]=O)[CH:50]=[C:46]3[N:45]=[C:44]([CH3:53])[C:43]=2[C@H:54]([O:60][C:61]([CH3:64])([CH3:63])[CH3:62])[C:55]([O:57][CH2:58][CH3:59])=[O:56])[CH2:38][CH2:37]1)[CH:33]=[CH2:34]. (3) Given the product [NH2:21][CH:17]([CH:18]([CH3:20])[CH3:19])[CH2:16][N:12]1[CH:13]=[CH:14][C:10]([C:8]2[CH:7]=[CH:6][C:3]([C:4]#[N:5])=[C:2]([Cl:1])[CH:9]=2)=[N:11]1, predict the reactants needed to synthesize it. The reactants are: [Cl:1][C:2]1[CH:9]=[C:8]([C:10]2[CH:14]=[CH:13][NH:12][N:11]=2)[CH:7]=[CH:6][C:3]=1[C:4]#[N:5].O[CH2:16][CH:17]([NH:21]C(=O)OC(C)(C)C)[CH:18]([CH3:20])[CH3:19]. (4) Given the product [C:25]([O:29][C:30](=[O:31])[NH:32][C@H:33]1[CH2:34][CH2:35][C@H:36]([CH2:39][C:40]2[C:41](=[O:43])[O:42][C:45]3[CH:46]=[N:47][C:48]4[C:53]([C:54]=3[CH:55]=2)=[CH:52][C:51]([O:57][CH3:58])=[CH:50][CH:49]=4)[CH2:37][CH2:38]1)([CH3:28])([CH3:26])[CH3:27], predict the reactants needed to synthesize it. The reactants are: F[P-](F)(F)(F)(F)F.N1(OC(N(C)C)=[N+](C)C)C2N=CC=CC=2N=N1.[C:25]([O:29][C:30]([NH:32][C@H:33]1[CH2:38][CH2:37][C@H:36]([CH2:39][CH2:40][C:41]([OH:43])=[O:42])[CH2:35][CH2:34]1)=[O:31])([CH3:28])([CH3:27])[CH3:26].O[C:45]1[CH:46]=[N:47][C:48]2[C:53]([C:54]=1[CH:55]=O)=[CH:52][C:51]([O:57][CH3:58])=[CH:50][CH:49]=2.N1(C2CCCCCCCCCC2)CCCN=CCCCCC1. (5) Given the product [CH2:38]([O:37][C:35](=[O:36])[CH2:34][N:7]([CH2:8][C:9]1[CH:14]=[CH:13][C:12]([CH2:15][C:16]([CH3:25])([CH3:24])[C:17]([O:19][C:20]([CH3:23])([CH3:22])[CH3:21])=[O:18])=[CH:11][CH:10]=1)[CH2:6][C:2]1[O:1][CH:5]=[CH:4][CH:3]=1)[CH3:39], predict the reactants needed to synthesize it. The reactants are: [O:1]1[CH:5]=[CH:4][CH:3]=[C:2]1[CH2:6][NH:7][CH2:8][C:9]1[CH:14]=[CH:13][C:12]([CH2:15][C:16]([CH3:25])([CH3:24])[C:17]([O:19][C:20]([CH3:23])([CH3:22])[CH3:21])=[O:18])=[CH:11][CH:10]=1.C(N(CC)CC)C.Br[CH2:34][C:35]([O:37][CH2:38][CH3:39])=[O:36]. (6) Given the product [F:17][C:18]1[CH:19]=[C:20]([N:33]2[CH2:37][CH:36]([CH2:38][OH:39])[O:35][C:34]2=[O:40])[CH:21]=[CH:22][C:23]=1[C:2]1[CH:7]=[N:6][C:5]([NH:8][C:9]2[N:10]=[N:11][N:12]([CH2:14][O:15][CH3:16])[CH:13]=2)=[CH:4][CH:3]=1, predict the reactants needed to synthesize it. The reactants are: Br[C:2]1[CH:3]=[CH:4][C:5]([NH:8][C:9]2[N:10]=[N:11][N:12]([CH2:14][O:15][CH3:16])[CH:13]=2)=[N:6][CH:7]=1.[F:17][C:18]1[CH:19]=[C:20]([N:33]2[CH2:37][CH:36]([CH2:38][OH:39])[O:35][C:34]2=[O:40])[CH:21]=[CH:22][C:23]=1B1OC(C)(C)C(C)(C)O1.C(=O)([O-])[O-].[Na+].[Na+]. (7) Given the product [C:14]([C:13]1[CH:12]=[C:11]([C:10]2[N:9]([CH2:23][CH2:24][CH2:25][C:26]([O:28][CH3:29])=[O:27])[CH:8]=[C:7]3[C:6]=2[C:5](=[O:19])[N:4]([CH3:20])[C:3](=[O:21])[N:2]3[CH3:1])[CH:18]=[CH:17][CH:16]=1)#[N:15], predict the reactants needed to synthesize it. The reactants are: [CH3:1][N:2]1[C:7]2=[CH:8][NH:9][C:10]([C:11]3[CH:12]=[C:13]([CH:16]=[CH:17][CH:18]=3)[C:14]#[N:15])=[C:6]2[C:5](=[O:19])[N:4]([CH3:20])[C:3]1=[O:21].Br[CH2:23][CH2:24][CH2:25][C:26]([O:28][CH3:29])=[O:27].C(=O)([O-])[O-].[Cs+].[Cs+]. (8) Given the product [F:23][C:2]([F:1])([F:22])[C:3]1[CH:17]=[C:16]([C:18]([F:21])([F:20])[F:19])[CH:15]=[CH:14][C:4]=1[CH2:5][N:6]1[CH2:11][CH2:10][CH:9](/[CH:12]=[C:33]2/[C:29]([NH:28][CH2:27][C:26]([CH3:36])([CH3:35])[CH2:25][OH:24])=[N:30][C:31](=[O:34])[S:32]/2)[CH2:8][CH2:7]1, predict the reactants needed to synthesize it. The reactants are: [F:1][C:2]([F:23])([F:22])[C:3]1[CH:17]=[C:16]([C:18]([F:21])([F:20])[F:19])[CH:15]=[CH:14][C:4]=1[CH2:5][N:6]1[CH2:11][CH2:10][CH:9]([CH:12]=O)[CH2:8][CH2:7]1.[OH:24][CH2:25][C:26]([CH3:36])([CH3:35])[CH2:27][NH:28][C:29]1[CH2:33][S:32][C:31](=[O:34])[N:30]=1.C([O-])(=O)C.[NH2+]1CCCCC1.